Task: Predict the reactants needed to synthesize the given product.. Dataset: Full USPTO retrosynthesis dataset with 1.9M reactions from patents (1976-2016) (1) Given the product [OH:1][C@H:2]([CH3:20])[CH2:3][CH2:4][CH2:5][CH2:6][N:7]1[C:16](=[O:17])[C:15]2[N:14]([CH2:30][O:29][CH2:27][CH3:28])[C:13]([Br:18])=[N:12][C:11]=2[N:10]([CH3:19])[C:8]1=[O:9], predict the reactants needed to synthesize it. The reactants are: [OH:1][C@H:2]([CH3:20])[CH2:3][CH2:4][CH2:5][CH2:6][N:7]1[C:16](=[O:17])[C:15]2[NH:14][C:13]([Br:18])=[N:12][C:11]=2[N:10]([CH3:19])[C:8]1=[O:9].C(=O)([O-])[O-].[K+].[K+].[CH2:27]([O:29][CH2:30]Cl)[CH3:28]. (2) Given the product [CH2:13]([O:12][C:10]1[CH:11]=[C:6]([CH2:5][C:4]([OH:30])=[O:3])[CH:7]=[C:8]([C:20]2[CH:25]=[CH:24][C:23]([C:26]([F:28])([F:29])[F:27])=[CH:22][CH:21]=2)[CH:9]=1)[C:14]1[CH:15]=[CH:16][CH:17]=[CH:18][CH:19]=1, predict the reactants needed to synthesize it. The reactants are: C([O:3][C:4](=[O:30])[CH2:5][C:6]1[CH:7]=[C:8]([C:20]2[CH:25]=[CH:24][C:23]([C:26]([F:29])([F:28])[F:27])=[CH:22][CH:21]=2)[CH:9]=[C:10]([O:12][CH2:13][C:14]2[CH:19]=[CH:18][CH:17]=[CH:16][CH:15]=2)[CH:11]=1)C.O.O[Li].O. (3) Given the product [CH3:23][N:22]([CH3:24])[C@H:19]1[CH2:20][CH2:21][C@H:16]([N:13]([CH2:14][CH3:15])[C:4]2[C:5]([CH3:12])=[C:6]([CH:11]=[C:2]([C:29]3[CH:28]=[N:27][C:26]([CH3:25])=[CH:31][CH:30]=3)[CH:3]=2)[C:7]([O:9][CH3:10])=[O:8])[CH2:17][CH2:18]1, predict the reactants needed to synthesize it. The reactants are: Br[C:2]1[CH:3]=[C:4]([N:13]([C@H:16]2[CH2:21][CH2:20][C@H:19]([N:22]([CH3:24])[CH3:23])[CH2:18][CH2:17]2)[CH2:14][CH3:15])[C:5]([CH3:12])=[C:6]([CH:11]=1)[C:7]([O:9][CH3:10])=[O:8].[CH3:25][C:26]1[CH:31]=[CH:30][C:29](B2OC(C)(C)C(C)(C)O2)=[CH:28][N:27]=1.C([O-])([O-])=O.[Na+].[Na+].